This data is from Forward reaction prediction with 1.9M reactions from USPTO patents (1976-2016). The task is: Predict the product of the given reaction. (1) Given the reactants [C:1]([O:5][C:6](=[O:19])[N:7]([CH2:9][C:10]1[CH:15]=[CH:14][C:13]([Cl:16])=[C:12]([CH:17]=O)[CH:11]=1)[CH3:8])([CH3:4])([CH3:3])[CH3:2].[CH:20]1([NH2:23])[CH2:22][CH2:21]1.[BH4-].[Na+], predict the reaction product. The product is: [C:1]([O:5][C:6](=[O:19])[N:7]([CH2:9][C:10]1[CH:15]=[CH:14][C:13]([Cl:16])=[C:12]([CH2:17][NH:23][CH:20]2[CH2:22][CH2:21]2)[CH:11]=1)[CH3:8])([CH3:4])([CH3:3])[CH3:2]. (2) Given the reactants [CH2:1]([C@:3]1([OH:11])[CH2:7][CH2:6][NH:5][C@H:4]1[CH:8]([CH3:10])[CH3:9])[CH3:2].F[C:13]1[CH:20]=[CH:19][C:16]([C:17]#[N:18])=[C:15]([O:21][CH3:22])[CH:14]=1.C(=O)([O-])[O-].[Li+].[Li+], predict the reaction product. The product is: [CH2:1]([C@:3]1([OH:11])[CH2:7][CH2:6][N:5]([C:13]2[CH:20]=[CH:19][C:16]([C:17]#[N:18])=[C:15]([O:21][CH3:22])[CH:14]=2)[C@H:4]1[CH:8]([CH3:10])[CH3:9])[CH3:2]. (3) Given the reactants [NH2:1][C@H:2]([CH2:5][O:6][CH2:7][C:8]1[CH:13]=[CH:12][CH:11]=[CH:10][CH:9]=1)[CH2:3]O.C(N(CC)CC)C.[CH3:21][S:22](Cl)(=[O:24])=[O:23].O, predict the reaction product. The product is: [CH2:7]([O:6][CH2:5][C@@H:2]1[CH2:3][CH2:21][S:22](=[O:24])(=[O:23])[NH:1]1)[C:8]1[CH:13]=[CH:12][CH:11]=[CH:10][CH:9]=1. (4) Given the reactants [CH3:1][CH:2]([CH3:39])[C:3]([O:5][C@H:6]([O:10][C:11]([O:13]N1C(=O)[C@@H](OC(=O)C2C=CC=CC=2)[C@H](OC(=O)C2C=CC=CC=2)C1=O)=O)[CH:7]([CH3:9])[CH3:8])=[O:4].[NH2:40][CH2:41][CH2:42][CH2:43][P:44]([CH3:47])(=[O:46])[OH:45].C1COCC1, predict the reaction product. The product is: [C:3]([O:5][C@H:6]([O:10][C:11]([NH:40][CH2:41][CH2:42][CH2:43][P:44]([CH3:47])(=[O:45])[OH:46])=[O:13])[CH:7]([CH3:8])[CH3:9])(=[O:4])[CH:2]([CH3:1])[CH3:39]. (5) Given the reactants [NH2:1][C:2]1[CH:3]=[C:4]2[C:9](=[C:10]([F:12])[CH:11]=1)[N:8]([CH2:13][CH2:14][N:15]([CH3:25])[C:16](=[O:24])[O:17][C:18]1[CH:23]=[CH:22][CH:21]=[CH:20][CH:19]=1)[CH2:7][CH2:6][CH2:5]2.I.[S:27]1[CH:31]=[CH:30][CH:29]=[C:28]1[C:32](SC)=[NH:33], predict the reaction product. The product is: [F:12][C:10]1[CH:11]=[C:2]([NH:1][C:32]([C:28]2[S:27][CH:31]=[CH:30][CH:29]=2)=[NH:33])[CH:3]=[C:4]2[C:9]=1[N:8]([CH2:13][CH2:14][N:15]([CH3:25])[C:16](=[O:24])[O:17][C:18]1[CH:23]=[CH:22][CH:21]=[CH:20][CH:19]=1)[CH2:7][CH2:6][CH2:5]2. (6) Given the reactants [N+:1]([C:4]1[CH:5]=[C:6]([C:10]2[CH:14]=[C:13]([CH2:15][CH2:16][CH:17]=O)[O:12][N:11]=2)[CH:7]=[CH:8][CH:9]=1)([O-:3])=[O:2].[C:19]1([CH:25]([C:32]2[CH:37]=[CH:36][CH:35]=[CH:34][CH:33]=2)[N:26]2[CH2:31][CH2:30][NH:29][CH2:28][CH2:27]2)[CH:24]=[CH:23][CH:22]=[CH:21][CH:20]=1.[BH-](OC(C)=O)(OC(C)=O)OC(C)=O.[Na+], predict the reaction product. The product is: [C:32]1([CH:25]([C:19]2[CH:24]=[CH:23][CH:22]=[CH:21][CH:20]=2)[N:26]2[CH2:27][CH2:28][N:29]([CH2:17][CH2:16][CH2:15][C:13]3[O:12][N:11]=[C:10]([C:6]4[CH:7]=[CH:8][CH:9]=[C:4]([N+:1]([O-:3])=[O:2])[CH:5]=4)[CH:14]=3)[CH2:30][CH2:31]2)[CH:33]=[CH:34][CH:35]=[CH:36][CH:37]=1. (7) Given the reactants [CH3:1][CH:2]([CH3:33])[C:3]([NH:5][C:6]1[CH:11]=[CH:10][CH:9]=[C:8]([CH:12]2[CH2:17][CH2:16][N:15]([CH2:18][CH2:19][CH2:20][CH2:21][C:22]([C:24]3[CH:29]=[CH:28][CH:27]=[C:26]([N+:30]([O-:32])=[O:31])[CH:25]=3)=O)[CH2:14][CH2:13]2)[CH:7]=1)=[O:4].Cl.[CH3:35][C:36]1[CH:41]=[CH:40][CH:39]=[CH:38][C:37]=1[NH:42]N, predict the reaction product. The product is: [CH3:1][CH:2]([CH3:33])[C:3]([NH:5][C:6]1[CH:11]=[CH:10][CH:9]=[C:8]([CH:12]2[CH2:17][CH2:16][N:15]([CH2:18][CH2:19][CH2:20][C:21]3[C:38]4[C:37](=[C:36]([CH3:35])[CH:41]=[CH:40][CH:39]=4)[NH:42][C:22]=3[C:24]3[CH:29]=[CH:28][CH:27]=[C:26]([N+:30]([O-:32])=[O:31])[CH:25]=3)[CH2:14][CH2:13]2)[CH:7]=1)=[O:4].